Dataset: Full USPTO retrosynthesis dataset with 1.9M reactions from patents (1976-2016). Task: Predict the reactants needed to synthesize the given product. (1) Given the product [NH:33]1[C:41]2[C:36](=[CH:37][CH:38]=[CH:39][CH:40]=2)[CH:35]=[C:34]1[C:42]([NH2:1])=[O:43], predict the reactants needed to synthesize it. The reactants are: [NH2:1]C1C=CC(C2C3C(=NC=NC=3N)N(C3CCN(C4CCN(C)CC4)CC3)N=2)=CC=1OC.[NH:33]1[C:41]2[C:36](=[CH:37][CH:38]=[CH:39][CH:40]=2)[CH:35]=[C:34]1[C:42](Cl)=[O:43].[OH-].[Na+]. (2) Given the product [CH2:18]([O:22][N:3]1[C:4]([CH3:10])([CH3:9])[CH2:5][CH:6]([OH:8])[CH2:7][C:2]1([CH3:11])[CH3:1])[CH2:19][CH3:20], predict the reactants needed to synthesize it. The reactants are: [CH3:1][C:2]1([CH3:11])[CH2:7][CH:6]([OH:8])[CH2:5][C:4]([CH3:10])([CH3:9])[NH:3]1.OO.C(O)(=O)C.[CH:18](=[O:22])[CH2:19][CH2:20]C. (3) The reactants are: Cl[C:2]1[C:7]([C:8]([F:11])([F:10])[F:9])=[CH:6][CH:5]=[C:4]([C:12]2[CH:17]=[CH:16][C:15]([CH2:18][CH3:19])=[CH:14][CH:13]=2)[N:3]=1.[NH2:20][CH2:21][CH2:22][CH2:23][OH:24]. Given the product [CH2:18]([C:15]1[CH:16]=[CH:17][C:12]([C:4]2[N:3]=[C:2]([NH:20][CH2:21][CH2:22][CH2:23][OH:24])[C:7]([C:8]([F:11])([F:10])[F:9])=[CH:6][CH:5]=2)=[CH:13][CH:14]=1)[CH3:19], predict the reactants needed to synthesize it. (4) Given the product [CH2:31]([O:30][C:29]([NH:3][CH:4]([C:16]1[CH:21]=[CH:20][CH:19]=[CH:18][CH:17]=1)[C:5]([O:7][C@@H:8]1[CH:13]2[CH2:12][CH2:11][N:10]([CH2:15][CH2:14]2)[CH2:9]1)=[O:6])=[O:33])[CH3:32], predict the reactants needed to synthesize it. The reactants are: Cl.Cl.[NH2:3][CH:4]([C:16]1[CH:21]=[CH:20][CH:19]=[CH:18][CH:17]=1)[C:5]([O:7][C@@H:8]1[CH:13]2[CH2:14][CH2:15][N:10]([CH2:11][CH2:12]2)[CH2:9]1)=[O:6].C(N(CC)CC)C.[C:29](Cl)(=[O:33])[O:30][CH2:31][CH3:32]. (5) Given the product [CH3:25][CH2:3][CH2:1][O:4][C:5]([C:6]1[CH:11]=[CH:10][C:9]([C:12]([F:13])([F:14])[F:15])=[CH:8][C:7]=1[B:16]([OH:17])[OH:23])=[O:24], predict the reactants needed to synthesize it. The reactants are: [CH:1]([O:4][C:5](=[O:24])[C:6]1[CH:11]=[CH:10][C:9]([C:12]([F:15])([F:14])[F:13])=[CH:8][C:7]=1[B:16]1[O:23]CCNCC[O:17]1)([CH3:3])C.[C:25]1(C)C=CC=CC=1.O.Cl. (6) Given the product [CH3:1][O:2][CH2:3][C:4]1[CH:10]=[CH:9][CH:8]=[CH:7][C:5]=1[NH:6][NH2:11], predict the reactants needed to synthesize it. The reactants are: [CH3:1][O:2][CH2:3][C:4]1[CH:10]=[CH:9][CH:8]=[CH:7][C:5]=1[NH2:6].[N:11]([O-])=O.[Na+].[OH-].[Na+].